From a dataset of Forward reaction prediction with 1.9M reactions from USPTO patents (1976-2016). Predict the product of the given reaction. (1) The product is: [CH3:1][O:2][CH2:3][C:4]1([C:13]2[CH:18]=[CH:17][CH:16]=[C:15]([OH:19])[CH:14]=2)[CH2:10][CH2:9][CH2:8][CH2:7][N:6]([CH3:11])[C:5]1=[O:12]. Given the reactants [CH3:1][O:2][CH2:3][C:4]1([C:13]2[CH:18]=[CH:17][CH:16]=[C:15]([O:19]C)[CH:14]=2)[CH2:10][CH2:9][CH2:8][CH2:7][N:6]([CH3:11])[C:5]1=[O:12].[Li+].[I-], predict the reaction product. (2) Given the reactants [CH3:1][C:2]1[O:3][C:4](=[O:8])[O:5][C:6]=1[CH3:7].C1C(=O)N([Br:16])C(=O)C1, predict the reaction product. The product is: [Br:16][CH2:1][C:2]1[O:3][C:4](=[O:8])[O:5][C:6]=1[CH3:7]. (3) Given the reactants Cl[C:2]([O:4][CH3:5])=[O:3].[O:6]1[C:10]([C:11]2[CH:12]=[C:13]([CH:15]=[CH:16][CH:17]=2)[NH2:14])=[CH:9][N:8]=[CH:7]1, predict the reaction product. The product is: [O:6]1[C:10]([C:11]2[CH:12]=[C:13]([NH:14][C:2](=[O:3])[O:4][CH3:5])[CH:15]=[CH:16][CH:17]=2)=[CH:9][N:8]=[CH:7]1. (4) Given the reactants [Cl:1][C:2]1[CH:7]=[CH:6][N:5]=[C:4]2[C:8]([C:11]([NH:13][C@H:14]3[CH2:19][CH2:18][CH2:17][CH2:16][C@@H:15]3[OH:20])=[O:12])=[CH:9][NH:10][C:3]=12.Br[CH2:22][C:23]1[CH:28]=[CH:27][C:26]([F:29])=[CH:25][CH:24]=1.C(=O)([O-])[O-].[Cs+].[Cs+], predict the reaction product. The product is: [Cl:1][C:2]1[CH:7]=[CH:6][N:5]=[C:4]2[C:8]([C:11]([NH:13][C@H:14]3[CH2:19][CH2:18][CH2:17][CH2:16][C@@H:15]3[OH:20])=[O:12])=[CH:9][N:10]([CH2:22][C:23]3[CH:28]=[CH:27][C:26]([F:29])=[CH:25][CH:24]=3)[C:3]=12. (5) Given the reactants CO[C:3](=[O:22])[C:4]1[CH:9]=[CH:8][C:7](/[CH:10]=[CH:11]/[C:12]2[C:13]([CH2:18][CH2:19][CH2:20][CH3:21])=[N:14][O:15][C:16]=2[CH3:17])=[N:6][CH:5]=1.[O:23]1[CH2:27][CH2:26][CH:25]([NH2:28])[CH2:24]1, predict the reaction product. The product is: [CH2:18]([C:13]1[C:12](/[CH:11]=[CH:10]/[C:7]2[CH:8]=[CH:9][C:4]([C:3]([NH:28][CH:25]3[CH2:26][CH2:27][O:23][CH2:24]3)=[O:22])=[CH:5][N:6]=2)=[C:16]([CH3:17])[O:15][N:14]=1)[CH2:19][CH2:20][CH3:21].